From a dataset of Forward reaction prediction with 1.9M reactions from USPTO patents (1976-2016). Predict the product of the given reaction. Given the reactants Cl.[Cl:2][C:3]1[C:4]([F:32])=[C:5]([NH:9][C:10]2[C:19]3[C:14](=[CH:15][C:16]([O:30][CH3:31])=[C:17]([O:20][C@@H:21]4[CH2:25][NH:24][C@@H:23]([C:26]([O:28][CH3:29])=[O:27])[CH2:22]4)[CH:18]=3)[N:13]=[CH:12][N:11]=2)[CH:6]=[CH:7][CH:8]=1.C=O.[C:35]([BH3-])#N.[Na+].S([O-])([O-])(=O)=O.[Mg+2], predict the reaction product. The product is: [Cl:2][C:3]1[C:4]([F:32])=[C:5]([NH:9][C:10]2[C:19]3[C:14](=[CH:15][C:16]([O:30][CH3:31])=[C:17]([O:20][C@@H:21]4[CH2:25][N:24]([CH3:35])[C@@H:23]([C:26]([O:28][CH3:29])=[O:27])[CH2:22]4)[CH:18]=3)[N:13]=[CH:12][N:11]=2)[CH:6]=[CH:7][CH:8]=1.